The task is: Predict the reactants needed to synthesize the given product.. This data is from Full USPTO retrosynthesis dataset with 1.9M reactions from patents (1976-2016). (1) Given the product [Cl:1][C:2]1[CH:10]=[CH:9][CH:8]=[C:7]2[C:3]=1[CH2:4][C:5](=[O:21])[N:6]2[CH:11]([CH2:15][CH:16]1[CH2:20][CH2:19][CH2:18][CH2:17]1)[C:12]([OH:14])=[O:13], predict the reactants needed to synthesize it. The reactants are: [Cl:1][C:2]1[CH:10]=[CH:9][CH:8]=[C:7]2[C:3]=1[C:4](=O)[C:5](=[O:21])[N:6]2[CH:11]([CH2:15][CH:16]1[CH2:20][CH2:19][CH2:18][CH2:17]1)[C:12]([OH:14])=[O:13].O.NN. (2) Given the product [CH3:22][CH:7]1[C:1]2[C:6](=[CH:5][CH:4]=[CH:3][CH:2]=2)[C:10]([C:11]2[CH:16]=[CH:15][C:14]([C:17]([F:20])([F:19])[F:18])=[CH:13][CH:12]=2)=[N:9][CH2:8]1, predict the reactants needed to synthesize it. The reactants are: [C:1]1([CH:7]([CH3:22])[CH2:8][NH:9][C:10](=O)[C:11]2[CH:16]=[CH:15][C:14]([C:17]([F:20])([F:19])[F:18])=[CH:13][CH:12]=2)[CH:6]=[CH:5][CH:4]=[CH:3][CH:2]=1.O=P12OP3(OP(OP(O3)(O1)=O)(=O)O2)=O.[OH-].[Na+]. (3) Given the product [CH3:1][C:2]1[CH:7]=[CH:6][C:5]([C:8]2[N:12]=[C:11]([CH2:13][CH2:14][C:15]([OH:17])([CH3:16])[C:49]([F:51])([F:50])[F:48])[O:10][N:9]=2)=[CH:4][C:3]=1[NH:18][C:19]([C:21]1[N:25]2[CH:26]=[CH:27][CH:28]=[CH:29][C:24]2=[N:23][CH:22]=1)=[O:20], predict the reactants needed to synthesize it. The reactants are: [CH3:1][C:2]1[CH:7]=[CH:6][C:5]([C:8]2[N:12]=[C:11]([CH2:13][CH2:14][C:15](=[O:17])[CH3:16])[O:10][N:9]=2)=[CH:4][C:3]=1[NH:18][C:19]([C:21]1[N:25]2[CH:26]=[CH:27][CH:28]=[CH:29][C:24]2=[N:23][CH:22]=1)=[O:20].CCCC[N+](CCCC)(CCCC)CCCC.[F-].[F:48][C:49]([Si](C)(C)C)([F:51])[F:50]. (4) Given the product [CH2:5]([CH:7]([C:10]1[CH:14]=[CH:13][N:12]([CH:25]2[O:29][CH2:28][N:27]([C:30]3[CH:35]=[CH:34][CH:33]=[C:32]([C:36]([F:38])([F:37])[F:39])[CH:31]=3)[C:26]2=[O:40])[N:11]=1)[CH2:8][CH3:9])[CH3:6], predict the reactants needed to synthesize it. The reactants are: S(Cl)(Cl)=O.[CH2:5]([CH:7]([C:10]1[CH:14]=[CH:13][NH:12][N:11]=1)[CH2:8][CH3:9])[CH3:6].C(N(CC)C(C)C)(C)C.O[CH:25]1[O:29][CH2:28][N:27]([C:30]2[CH:35]=[CH:34][CH:33]=[C:32]([C:36]([F:39])([F:38])[F:37])[CH:31]=2)[C:26]1=[O:40].C(=O)(O)[O-].[Na+]. (5) Given the product [CH2:7]([N:14]1[CH2:15][CH:16]2[O:22][CH:20]([CH2:19][N:18]([CH:23]([CH2:24][OH:25])[CH2:29][OH:30])[CH2:17]2)[CH2:21]1)[C:8]1[CH:9]=[CH:10][CH:11]=[CH:12][CH:13]=1, predict the reactants needed to synthesize it. The reactants are: [H-].[Li+].[Al+3].[H-].[H-].[H-].[CH2:7]([N:14]1[CH2:21][CH:20]2[O:22][CH:16]([CH2:17][N:18]([CH:23]([C:29](OCC)=[O:30])[C:24](OCC)=[O:25])[CH2:19]2)[CH2:15]1)[C:8]1[CH:13]=[CH:12][CH:11]=[CH:10][CH:9]=1.[OH-].[Na+]. (6) The reactants are: [O:1]([C:3]1[CH:4]=[C:5]([C:9]2[N:18]=[C:17]([C:19](O)=[O:20])[C:16]3[C:11](=[CH:12][CH:13]=[CH:14][CH:15]=3)[N:10]=2)[CH:6]=[CH:7][CH:8]=1)[CH3:2].Cl.[OH:23][C:24]1[C:33]([N:34]([CH3:36])[CH3:35])=[CH:32][CH:31]=[C:30]2[C:25]=1[CH2:26][CH2:27][NH:28][CH2:29]2. Given the product [O:1]([C:3]1[CH:4]=[C:5]([C:9]2[N:18]=[C:17]([C:19]([N:28]3[CH2:27][CH2:26][C:25]4[C:30](=[CH:31][CH:32]=[C:33]([N:34]([CH3:36])[CH3:35])[C:24]=4[OH:23])[CH2:29]3)=[O:20])[C:16]3[C:11](=[CH:12][CH:13]=[CH:14][CH:15]=3)[N:10]=2)[CH:6]=[CH:7][CH:8]=1)[CH3:2], predict the reactants needed to synthesize it. (7) Given the product [Cl:1][C:2]1[CH:7]=[CH:6][C:5]([C@H:8]2[C@@H:12]([C:13]3[CH:14]=[CH:15][C:16]([Cl:19])=[CH:17][CH:18]=3)[N:11]([C:20]([N:43]3[CH2:42][CH2:41][N:40]([CH2:39][CH2:38][S:35]([CH3:34])(=[O:36])=[O:37])[CH2:45][CH2:44]3)=[O:21])[C:10]([C:23]3[C:24]([O:29][CH2:30][CH3:31])=[N:25][CH:26]=[CH:27][CH:28]=3)=[N:9]2)=[CH:4][CH:3]=1, predict the reactants needed to synthesize it. The reactants are: [Cl:1][C:2]1[CH:7]=[CH:6][C:5]([CH:8]2[CH:12]([C:13]3[CH:18]=[CH:17][C:16]([Cl:19])=[CH:15][CH:14]=3)[N:11]([C:20](Cl)=[O:21])[C:10]([C:23]3[C:24]([O:29][CH2:30][CH3:31])=[N:25][CH:26]=[CH:27][CH:28]=3)=[N:9]2)=[CH:4][CH:3]=1.Cl.Cl.[CH3:34][S:35]([CH2:38][CH2:39][N:40]1[CH2:45][CH2:44][NH:43][CH2:42][CH2:41]1)(=[O:37])=[O:36].